Dataset: Peptide-MHC class I binding affinity with 185,985 pairs from IEDB/IMGT. Task: Regression. Given a peptide amino acid sequence and an MHC pseudo amino acid sequence, predict their binding affinity value. This is MHC class I binding data. (1) The peptide sequence is KALETFWEV. The MHC is H-2-Kb with pseudo-sequence H-2-Kb. The binding affinity (normalized) is 0.401. (2) The peptide sequence is LLLIALWNL. The MHC is HLA-B08:01 with pseudo-sequence HLA-B08:01. The binding affinity (normalized) is 0.0667.